Dataset: Catalyst prediction with 721,799 reactions and 888 catalyst types from USPTO. Task: Predict which catalyst facilitates the given reaction. (1) Reactant: C([NH:7][C:8]1[CH:38]=[CH:37][C:11]([C:12]([C:14]2[CH:23]=[C:22]3[C:17]([N:18]=[CH:19][C:20]([CH:24]4[CH2:29][CH2:28][N:27](C(OC(C)(C)C)=O)[CH2:26][CH2:25]4)=[N:21]3)=[CH:16][CH:15]=2)=[O:13])=[CH:10][CH:9]=1)(=O)C(C)(C)C.Cl. The catalyst class is: 52. Product: [NH2:7][C:8]1[CH:38]=[CH:37][C:11]([C:12]([C:14]2[CH:23]=[C:22]3[C:17](=[CH:16][CH:15]=2)[N:18]=[CH:19][C:20]([CH:24]2[CH2:29][CH2:28][NH:27][CH2:26][CH2:25]2)=[N:21]3)=[O:13])=[CH:10][CH:9]=1. (2) Reactant: [NH2:1][C:2]1[NH:6][N:5]=[C:4]([SH:7])[N:3]=1.[CH2:8](Br)[C:9]1[CH:14]=[CH:13][CH:12]=[CH:11][CH:10]=1.[OH-].[Na+]. Product: [CH2:8]([S:7][C:4]1[N:3]=[C:2]([NH2:1])[NH:6][N:5]=1)[C:9]1[CH:14]=[CH:13][CH:12]=[CH:11][CH:10]=1. The catalyst class is: 8.